From a dataset of Catalyst prediction with 721,799 reactions and 888 catalyst types from USPTO. Predict which catalyst facilitates the given reaction. (1) Reactant: [NH2:1][C:2]1[CH:7]=[CH:6][C:5]([S:8][C:9]2[C:22](=[O:23])[O:21][C:20]3[C:19]4[CH:18]=[CH:17][CH:16]=[CH:15][C:14]=4[N:13]([C:24]4[CH:29]=[CH:28][CH:27]=[CH:26][CH:25]=4)[C:12](=[O:30])[C:11]=3[C:10]=2[OH:31])=[CH:4][CH:3]=1.[CH2:32]([S:35](Cl)(=[O:37])=[O:36])[CH2:33][CH3:34].Cl. Product: [OH:31][C:10]1[C:11]2[C:12](=[O:30])[N:13]([C:24]3[CH:29]=[CH:28][CH:27]=[CH:26][CH:25]=3)[C:14]3[CH:15]=[CH:16][CH:17]=[CH:18][C:19]=3[C:20]=2[O:21][C:22](=[O:23])[C:9]=1[S:8][C:5]1[CH:6]=[CH:7][C:2]([NH:1][S:35]([CH2:32][CH2:33][CH3:34])(=[O:37])=[O:36])=[CH:3][CH:4]=1. The catalyst class is: 17. (2) Reactant: I([O-])(=O)(=O)=O.[Na+].[I:7]I.[NH2:9][C:10]1[CH:19]=[CH:18][C:13]([C:14]([O:16][CH3:17])=[O:15])=[C:12]([CH3:20])[N:11]=1.S([O-])([O-])(=O)=S.[Na+].[Na+]. Product: [NH2:9][C:10]1[C:19]([I:7])=[CH:18][C:13]([C:14]([O:16][CH3:17])=[O:15])=[C:12]([CH3:20])[N:11]=1. The catalyst class is: 18. (3) Reactant: CC1(C)COB([C:8]2[CH:13]=[C:12]([C:14]([F:17])([F:16])[F:15])[C:11]([NH2:18])=[C:10]([N+:19]([O-:21])=[O:20])[CH:9]=2)OC1.Br[C:24]1[C:25]([F:31])=[CH:26][C:27]([F:30])=[CH:28][CH:29]=1.C([O-])([O-])=O.[Na+].[Na+]. Product: [F:30][C:27]1[CH:28]=[CH:29][CH:24]=[C:25]([F:31])[C:26]=1[C:8]1[CH:9]=[C:10]([N+:19]([O-:21])=[O:20])[C:11]([NH2:18])=[C:12]([C:14]([F:15])([F:16])[F:17])[CH:13]=1. The catalyst class is: 276. (4) Reactant: C(OC(=O)[NH:7][C@H:8]([C:12](=[O:29])[NH:13][C@@H:14]([C:16]1[N:21]=[CH:20][C:19]([C:22]2[CH:23]=[N:24][C:25]([CH3:28])=[CH:26][CH:27]=2)=[CH:18][CH:17]=1)[CH3:15])[C@H:9]([OH:11])[CH3:10])(C)(C)C.[ClH:31].O1CCOCC1. Product: [ClH:31].[ClH:31].[ClH:31].[NH2:7][C@@H:8]([C@H:9]([OH:11])[CH3:10])[C:12]([NH:13][C@@H:14]([C:16]1[N:21]=[CH:20][C:19]([C:22]2[CH:23]=[N:24][C:25]([CH3:28])=[CH:26][CH:27]=2)=[CH:18][CH:17]=1)[CH3:15])=[O:29]. The catalyst class is: 2. (5) Reactant: Cl[C:2]1[N:7]=[CH:6][N:5]=[C:4]([NH:8][C:9]2[CH:10]=[CH:11][C:12]([O:17][CH:18]3[CH2:23][CH2:22][O:21][CH2:20][CH2:19]3)=[C:13]([CH:16]=2)[C:14]#[N:15])[N:3]=1.[O:24]1[CH2:29][CH2:28][CH:27]([O:30][C:31]2[CH:38]=[CH:37][C:36](B3OC(C)(C)C(C)(C)O3)=[CH:35][C:32]=2[C:33]#[N:34])[CH2:26][CH2:25]1.C1(P(C2C=CC=CC=2)C2C=CC=CC=2)C=CC=CC=1.C(=O)([O-])[O-].[Na+].[Na+]. Product: [C:33]([C:32]1[CH:35]=[C:36]([C:2]2[N:7]=[CH:6][N:5]=[C:4]([NH:8][C:9]3[CH:10]=[CH:11][C:12]([O:17][CH:18]4[CH2:23][CH2:22][O:21][CH2:20][CH2:19]4)=[C:13]([CH:16]=3)[C:14]#[N:15])[N:3]=2)[CH:37]=[CH:38][C:31]=1[O:30][CH:27]1[CH2:28][CH2:29][O:24][CH2:25][CH2:26]1)#[N:34]. The catalyst class is: 848. (6) Product: [CH3:1][O:2][C:3](=[O:27])[C@@H:4]([N:16]1[CH:20]=[CH:19][CH:18]=[C:17]1[C:21](=[O:26])[C:22]([F:23])([F:24])[F:25])[CH2:5][C:6]1[CH:7]=[CH:8][C:9]([OH:12])=[CH:10][CH:11]=1. The catalyst class is: 5. Reactant: [CH3:1][O:2][C:3](=[O:27])[C@@H:4]([N:16]1[CH:20]=[CH:19][CH:18]=[C:17]1[C:21](=[O:26])[C:22]([F:25])([F:24])[F:23])[CH2:5][C:6]1[CH:11]=[CH:10][C:9]([O:12]C(=O)C)=[CH:8][CH:7]=1.C([O-])([O-])=O.[K+].[K+].O.Cl.